This data is from Full USPTO retrosynthesis dataset with 1.9M reactions from patents (1976-2016). The task is: Predict the reactants needed to synthesize the given product. (1) Given the product [O:26]=[C:25]([C:27]1[CH:32]=[CH:31][CH:30]=[CH:29][CH:28]=1)[CH2:24][O:23][C:22]1[CH:33]=[CH:34][C:19]([CH2:18][O:10][C:4]2[N:3]=[CH:2][C:7]([CH:8]=[O:9])=[CH:6][CH:5]=2)=[CH:20][CH:21]=1, predict the reactants needed to synthesize it. The reactants are: C[C:2]1[C:7]([CH:8]=[O:9])=[CH:6][CH:5]=[C:4]([OH:10])[N:3]=1.C(=O)([O-])[O-].[Cs+].[Cs+].Br[CH2:18][C:19]1[CH:34]=[CH:33][C:22]([O:23][CH2:24][C:25]([C:27]2[CH:32]=[CH:31][CH:30]=[CH:29][CH:28]=2)=[O:26])=[CH:21][CH:20]=1. (2) Given the product [C:44]([C:41]1[CH:40]=[CH:39][C:38]([C:36]([C:35]2[CH:8]([C:7]3[CH:10]=[CH:11][C:4]([CH:1]([CH3:3])[CH3:2])=[CH:5][CH:6]=3)[N:12]([C:13]3[S:14][C:15]([S:18]([C:21]4[CH:22]=[CH:23][C:24]([N+:27]([O-:29])=[O:28])=[CH:25][CH:26]=4)(=[O:19])=[O:20])=[CH:16][N:17]=3)[C:33](=[O:49])[C:34]=2[OH:48])=[O:37])=[CH:43][CH:42]=1)([CH3:45])([CH3:46])[CH3:47], predict the reactants needed to synthesize it. The reactants are: [CH:1]([C:4]1[CH:11]=[CH:10][C:7]([CH:8]=O)=[CH:6][CH:5]=1)([CH3:3])[CH3:2].[NH2:12][C:13]1[S:14][C:15]([S:18]([C:21]2[CH:26]=[CH:25][C:24]([N+:27]([O-:29])=[O:28])=[CH:23][CH:22]=2)(=[O:20])=[O:19])=[CH:16][N:17]=1.C(O[C:33](=[O:49])[C:34]([OH:48])=[CH:35][C:36]([C:38]1[CH:43]=[CH:42][C:41]([C:44]([CH3:47])([CH3:46])[CH3:45])=[CH:40][CH:39]=1)=[O:37])C. (3) Given the product [CH3:19][C:14]1[CH:13]=[C:12]([NH:8][CH2:7][CH2:6][C:5]2[CH:9]=[CH:10][C:2]([F:1])=[CH:3][CH:4]=2)[CH:17]=[CH:16][C:15]=1[CH3:18], predict the reactants needed to synthesize it. The reactants are: [F:1][C:2]1[CH:10]=[CH:9][C:5]([CH2:6][CH2:7][NH2:8])=[CH:4][CH:3]=1.I[C:12]1[CH:13]=[C:14]([CH3:19])[C:15]([CH3:18])=[CH:16][CH:17]=1.